Dataset: Full USPTO retrosynthesis dataset with 1.9M reactions from patents (1976-2016). Task: Predict the reactants needed to synthesize the given product. The reactants are: [N+:1](=[C:3]1[N:7]=[CH:6][N:5]=[C:4]1[C:8]([NH2:10])=[O:9])=[N-:2].[N:11]([CH2:14][CH2:15][S:16]([CH3:19])(=[O:18])=[O:17])=[C:12]=[O:13]. Given the product [CH3:19][S:16]([CH2:15][CH2:14][N:11]1[C:12](=[O:13])[N:7]2[CH:6]=[N:5][C:4]([C:8]([NH2:10])=[O:9])=[C:3]2[N:1]=[N:2]1)(=[O:18])=[O:17], predict the reactants needed to synthesize it.